From a dataset of CYP3A4 substrate classification data from Carbon-Mangels et al.. Regression/Classification. Given a drug SMILES string, predict its absorption, distribution, metabolism, or excretion properties. Task type varies by dataset: regression for continuous measurements (e.g., permeability, clearance, half-life) or binary classification for categorical outcomes (e.g., BBB penetration, CYP inhibition). Dataset: cyp3a4_substrate_carbonmangels. (1) The molecule is CC[C@H]1OC(=O)[C@H](C)[C@@H](O[C@H]2C[C@@](C)(OC)[C@@H](O)[C@H](C)O2)[C@H](C)[C@@H](O[C@@H]2O[C@H](C)C[C@H](N(C)C)[C@H]2O)[C@](C)(OC)C[C@@H](C)C(=O)[C@H](C)[C@@H](O)[C@]1(C)O. The result is 1 (substrate). (2) The compound is COc1cc(OC)nc(NS(=O)(=O)c2ccc(N)cc2)n1. The result is 0 (non-substrate). (3) The molecule is CN1C[C@H](C(=O)N[C@]2(C)O[C@@]3(O)[C@@H]4CCCN4C(=O)[C@H](Cc4ccccc4)N3C2=O)C=C2c3cccc4[nH]cc(c34)C[C@H]21. The result is 1 (substrate). (4) The molecule is O=C1c2c(O)ccc(O)c2C(=O)c2c(NCCNCCO)ccc(NCCNCCO)c21. The result is 0 (non-substrate). (5) The compound is CN(C)CCC=C1c2ccccc2CCc2ccccc21. The result is 1 (substrate). (6) The compound is OCCN1CCN(CCCN2c3ccccc3Sc3ccc(C(F)(F)F)cc32)CC1. The result is 0 (non-substrate).